From a dataset of Experimentally validated miRNA-target interactions with 360,000+ pairs, plus equal number of negative samples. Binary Classification. Given a miRNA mature sequence and a target amino acid sequence, predict their likelihood of interaction. (1) The miRNA is hsa-miR-6788-5p with sequence CUGGGAGAAGAGUGGUGAAGA. The protein sequence of the target gene is MMEDDGQPRTLYVGNLSRDVTEVLILQLFSQIGPCKSCKMITEHTSNDPYCFVEFYEHRDAAAALAAMNGRKILGKEVKVNWATTPSSQKKDTSNHFHVFVGDLSPEITTEDIKSAFAPFGKISDARVVKDMATGKSKGYGFVSFYNKLDAENAIVHMGGQWLGGRQIRTNWATRKPPAPKSTQENNTKQLRFEDVVNQSSPKNCTVYCGGIASGLTDQLMRQTFSPFGQIMEIRVFPEKGYSFVRFSTHESAAHAIVSVNGTTIEGHVVKCYWGKESPDMTKNFQQVDYSQWGQWSQVY.... Result: 1 (interaction). (2) The miRNA is mmu-miR-290a-5p with sequence ACUCAAACUAUGGGGGCACUUU. The protein sequence of the target gene is MASSRASSTTTKTKAPDDLVAPVVKKPHIYYGSLEEKERERLAKGESGILGKEGLKAGIEAGNINITSGEVFEIEEHISERQAEVLAEFERRKRARQINVSTDDSEVKACLRALGEPITLFGEGPAERRERLRNILSVVGTDALKKTKKDDEKSKKSKEEYQQTWYHEGPNSLKVARLWIANYSLPRAMKRLEEARLHKEIPETTRTSQMQELHKSLRSLNNFCSQIGDDRPISYCHFSPNSKMLATACWSGLCKLWSVPDCSLLHTLRGHNTNVGAIVFHPKSTVSLDQKDVNLASCAA.... Result: 1 (interaction). (3) Result: 0 (no interaction). The protein sequence of the target gene is MEWSSESAAVRRHRGTAERREGEAAASHRQREASAQEDAKGVGRMWGKTENGGGSRVAKTALSEARTALALALYLLALRALVQLSLQRLVLSRTSGLQGEFDARQARDYLEHITAIGPRTTGSTENEILTVQYLLEQIKLIEAQSNSLHSISVDIQRPTGSFSIDFLGGFTSYYDNITNVVVKLEPRDGAESAILANCHFDSVANSPGASDDAVSCAVMLEVLRVMSASPEPMQHAVVFLFNGAEENVLQASHGFITQHPWASLIRAFINLEAAGVGGKELVFQTGPENPWLVQAYVSAA.... The miRNA is bta-miR-10a with sequence UACCCUGUAGAUCCGAAUUUGUG. (4) The miRNA is hsa-miR-6777-5p with sequence ACGGGGAGUCAGGCAGUGGUGGA. The protein sequence of the target gene is MQPPPQTVPSGMAGPPPAGNPRSVFWASSPYRRRANNNAAVAPTTCPLQPVTDPFAFSRQALQSTPLGSSSKSSPPVLQGPAPAGFSQHPGLLVPHTHARDSSQGPCEPLPGPLTQPRAHASPFSGALTPSAPPGPEMNRSAEVGPSSEPEVQTLPYLPHYIPGVDPETSHGGHPHGNMPGLDRPLSRQNPHDGVVTPAASPSLPQPGLQMPGQWGPVQGGPQPSGQHRSPCPEGPVPSGVPCATSVPHFPTPSILHQGPGHEQHSPLVAPPAALPSDGRDEVSHLQSGSHLANNSDPES.... Result: 1 (interaction).